Dataset: Reaction yield outcomes from USPTO patents with 853,638 reactions. Task: Predict the reaction yield, written as a fraction of the theoretical maximum amount of product (1.0 means a 100% yield; for example, 0.34 means a 34% yield). (1) The reactants are [NH2:1][C:2]1[CH:7]=[CH:6][C:5]([C:8]2[CH:13]=[CH:12][C:11]([O:14][C:15]([F:18])([F:17])[F:16])=[CH:10][CH:9]=2)=[CH:4][CH:3]=1.[C:19]([C:23]1[CH:28]=[CH:27][C:26](B(O)O)=[CH:25][CH:24]=1)([CH3:22])([CH3:21])[CH3:20].C(N(CC)CC)C. The catalyst is C([O-])(=O)C.[Cu+2].C([O-])(=O)C.N1C=CC=CC=1. The product is [C:19]([C:23]1[CH:28]=[CH:27][C:26]([NH:1][C:2]2[CH:7]=[CH:6][C:5]([C:8]3[CH:13]=[CH:12][C:11]([O:14][C:15]([F:16])([F:17])[F:18])=[CH:10][CH:9]=3)=[CH:4][CH:3]=2)=[CH:25][CH:24]=1)([CH3:22])([CH3:21])[CH3:20]. The yield is 0.290. (2) The reactants are [NH2:1][C:2]1[N:7]=[C:6]([C:8]2[N:12]([CH3:13])[C:11]([CH3:14])=[N:10][CH:9]=2)[CH:5]=[CH:4][N:3]=1.[Cl:15]N1C(=O)CCC1=O. The catalyst is C(O)(=O)C. The product is [NH2:1][C:2]1[N:7]=[C:6]([C:8]2[N:12]([CH3:13])[C:11]([CH3:14])=[N:10][CH:9]=2)[C:5]([Cl:15])=[CH:4][N:3]=1. The yield is 0.770. (3) The reactants are Cl[C:2]1[CH:7]=[C:6]([C:8]2[CH:9]=[N:10][C:11]([C:14]([F:17])([F:16])[F:15])=[N:12][CH:13]=2)[C:5]([Cl:18])=[CH:4][N:3]=1.[C:19]([O:22][CH2:23]C)(=[O:21])C. The catalyst is CO.C1C=CC(P(C2C=CC=CC=2)[C-]2C=CC=C2)=CC=1.C1C=CC(P(C2C=CC=CC=2)[C-]2C=CC=C2)=CC=1.Cl[Pd]Cl.[Fe+2]. The product is [Cl:18][C:5]1[C:6]([C:8]2[CH:9]=[N:10][C:11]([C:14]([F:17])([F:16])[F:15])=[N:12][CH:13]=2)=[CH:7][C:2]([C:19]([O:22][CH3:23])=[O:21])=[N:3][CH:4]=1. The yield is 0.520. (4) The reactants are [NH2:1][C:2]1[N:3]=[C:4]2[CH:9]=[CH:8][C:7]([O:10][C:11]3[CH:12]=[C:13]([NH:17][C:18]([C:20]4[CH:25]=[CH:24][CH:23]=[C:22]([CH3:26])[N:21]=4)=[O:19])[CH:14]=[CH:15][CH:16]=3)=[CH:6][N:5]2[CH:27]=1.[C:28](Cl)(=[O:30])[CH3:29]. The catalyst is CN(C)C(=O)C.C(=O)([O-])O.[Na+]. The product is [C:28]([NH:1][C:2]1[N:3]=[C:4]2[CH:9]=[CH:8][C:7]([O:10][C:11]3[CH:12]=[C:13]([NH:17][C:18]([C:20]4[CH:25]=[CH:24][CH:23]=[C:22]([CH3:26])[N:21]=4)=[O:19])[CH:14]=[CH:15][CH:16]=3)=[CH:6][N:5]2[CH:27]=1)(=[O:30])[CH3:29]. The yield is 0.330. (5) The reactants are [CH3:1][C@H:2]1[CH2:11][C@@H:10]([NH:12][C:13]2[CH:18]=[CH:17][CH:16]=[CH:15][CH:14]=2)[C:9]2[C:4](=[CH:5][CH:6]=[CH:7][CH:8]=2)[N:3]1[C:19](=[O:21])[CH3:20].[O:22]1[CH:26]=[CH:25][CH:24]=[C:23]1[C:27](Cl)=[O:28].N1C=CC=CC=1. The catalyst is C1(C)C=CC=CC=1. The product is [C:19]([N:3]1[C:4]2[C:9](=[CH:8][CH:7]=[CH:6][CH:5]=2)[C@H:10]([N:12]([C:13]2[CH:14]=[CH:15][CH:16]=[CH:17][CH:18]=2)[C:27]([C:23]2[O:22][CH:26]=[CH:25][CH:24]=2)=[O:28])[CH2:11][C@@H:2]1[CH3:1])(=[O:21])[CH3:20]. The yield is 0.400. (6) The reactants are [F:1][C:2]1[C:7]([F:8])=[CH:6][C:5]([C:9]2[CH:14]=[CH:13][C:12]([O:15][CH2:16][C:17]3[CH:18]=[C:19]([CH:30]=[CH:31][CH:32]=3)[C:20]([N:22]3[CH2:29][CH2:28][CH2:27][C@H:23]3[C:24]([OH:26])=[O:25])=[O:21])=[CH:11][CH:10]=2)=[C:4]([CH:33]=O)[CH:3]=1.C([O-])(=O)C.[Na+].Cl.[NH2:41][OH:42].C(OC(=O)C)(=O)C. The catalyst is C(O)(=O)C. The product is [F:1][C:2]1[C:7]([F:8])=[CH:6][C:5]([C:9]2[CH:14]=[CH:13][C:12]([O:15][CH2:16][C:17]3[CH:18]=[C:19]([CH:30]=[CH:31][CH:32]=3)[C:20]([N:22]3[CH2:29][CH2:28][CH2:27][C@H:23]3[C:24]([OH:26])=[O:25])=[O:21])=[CH:11][CH:10]=2)=[C:4]([CH:33]=[N:41][OH:42])[CH:3]=1. The yield is 0.340.